Dataset: Full USPTO retrosynthesis dataset with 1.9M reactions from patents (1976-2016). Task: Predict the reactants needed to synthesize the given product. (1) Given the product [F:26][C:25]([F:28])([F:27])[S:22]([O:1][C:2]1[CH:11]=[CH:10][C:9]2[C:4](=[CH:5][C:6]([O:12][S:22]([C:25]([F:26])([F:27])[F:28])(=[O:21])=[O:23])=[CH:7][CH:8]=2)[CH:3]=1)(=[O:23])=[O:21], predict the reactants needed to synthesize it. The reactants are: [OH:1][C:2]1[CH:11]=[CH:10][C:9]2[C:4](=[CH:5][C:6]([OH:12])=[CH:7][CH:8]=2)[CH:3]=1.N1C(C)=CC=CC=1C.[O:21](S(C(F)(F)F)(=O)=O)[S:22]([C:25]([F:28])([F:27])[F:26])(=O)=[O:23].C([O-])(O)=O.[Na+]. (2) Given the product [F:1][C:2]1[CH:10]=[CH:9][C:5]([C:6]([O:12][CH2:13][Cl:15])=[O:7])=[CH:4][CH:3]=1, predict the reactants needed to synthesize it. The reactants are: [F:1][C:2]1[CH:10]=[CH:9][C:5]([C:6](Cl)=[O:7])=[CH:4][CH:3]=1.C=[O:12].[CH2:13]([Cl:15])Cl. (3) Given the product [F:1][C:2]1[CH:3]=[C:4]([CH:7]=[CH:8][C:9]=1[C:10]1[S:11][C:12]2[C:17]([N:18]=1)=[CH:16][CH:15]=[C:14]([C:19]1([C:22]3[CH:23]=[CH:24][CH:25]=[CH:26][CH:27]=3)[CH2:20][CH2:21]1)[N:13]=2)[CH2:5][N:28]1[CH2:35][CH2:34][CH2:33][C@@H:29]1[C:30]([OH:32])=[O:31], predict the reactants needed to synthesize it. The reactants are: [F:1][C:2]1[CH:3]=[C:4]([CH:7]=[CH:8][C:9]=1[C:10]1[S:11][C:12]2[C:17]([N:18]=1)=[CH:16][CH:15]=[C:14]([C:19]1([C:22]3[CH:27]=[CH:26][CH:25]=[CH:24][CH:23]=3)[CH2:21][CH2:20]1)[N:13]=2)[CH:5]=O.[NH:28]1[CH2:35][CH2:34][CH2:33][C@@H:29]1[C:30]([OH:32])=[O:31].